Dataset: Reaction yield outcomes from USPTO patents with 853,638 reactions. Task: Predict the reaction yield, written as a fraction of the theoretical maximum amount of product (1.0 means a 100% yield; for example, 0.34 means a 34% yield). The reactants are [F:1][C:2]([F:14])([F:13])[O:3][C:4]1[CH:9]=[CH:8][C:7]([CH2:10][C:11]#[N:12])=[CH:6][CH:5]=1.[ClH:15].[H][H]. The catalyst is CO.[Pd]. The product is [ClH:15].[F:1][C:2]([F:13])([F:14])[O:3][C:4]1[CH:5]=[CH:6][C:7]([CH2:10][CH2:11][NH2:12])=[CH:8][CH:9]=1. The yield is 0.850.